This data is from Catalyst prediction with 721,799 reactions and 888 catalyst types from USPTO. The task is: Predict which catalyst facilitates the given reaction. (1) Reactant: [NH2:1][C:2]1[CH:7]=[CH:6][CH:5]=[CH:4][C:3]=1[NH:8][C:9](=O)[CH:10]([CH2:31][C:32]1[CH:40]=[C:39]([CH3:41])[CH:38]2[CH:34]([CH:35]=[N:36][NH:37]2)[CH:33]=1)[CH2:11][C:12](=[O:30])[N:13]1[CH2:18][CH2:17][CH:16]([N:19]2[CH2:28][C:27]3[C:22](=[CH:23][CH:24]=[CH:25][CH:26]=3)[NH:21][C:20]2=[O:29])[CH2:15][CH2:14]1. Product: [NH:1]1[C:2]2[CH:7]=[CH:6][CH:5]=[CH:4][C:3]=2[N:8]=[C:9]1[CH:10]([CH2:31][C:32]1[CH:40]=[C:39]([CH3:41])[CH:38]2[CH:34]([CH:35]=[N:36][NH:37]2)[CH:33]=1)[CH2:11][C:12]([N:13]1[CH2:14][CH2:15][CH:16]([N:19]2[CH2:28][C:27]3[C:22](=[CH:23][CH:24]=[CH:25][CH:26]=3)[NH:21][C:20]2=[O:29])[CH2:17][CH2:18]1)=[O:30]. The catalyst class is: 478. (2) Reactant: [CH3:1][CH:2]1[CH2:6][CH2:5][CH2:4][N:3]1[C:7]1[N:12]=[C:11]([NH:13][C:14]2[C:15]3[N:16]([CH:29]=[CH:30][N:31]=3)[N:17]=[C:18]([C:20]3[CH:28]=[CH:27][C:23]([C:24]([OH:26])=O)=[CH:22][CH:21]=3)[CH:19]=2)[CH:10]=[CH:9][CH:8]=1.[N:32]1[CH:37]=[CH:36][C:35]([CH2:38][CH2:39][NH2:40])=[CH:34][CH:33]=1.CCN=C=NCCCN(C)C.CN1C=CN=C1. Product: [CH3:1][CH:2]1[CH2:6][CH2:5][CH2:4][N:3]1[C:7]1[N:12]=[C:11]([NH:13][C:14]2[C:15]3[N:16]([CH:29]=[CH:30][N:31]=3)[N:17]=[C:18]([C:20]3[CH:21]=[CH:22][C:23]([C:24]([NH:40][CH2:39][CH2:38][C:35]4[CH:36]=[CH:37][N:32]=[CH:33][CH:34]=4)=[O:26])=[CH:27][CH:28]=3)[CH:19]=2)[CH:10]=[CH:9][CH:8]=1. The catalyst class is: 174. (3) Reactant: [CH3:1][O:2][C:3](=[O:39])[CH:4]([N:16]1[CH2:21][CH2:20][N:19](S(C2C=CC=CC=2[N+]([O-])=O)(=O)=O)[CH:18]([CH2:34][CH:35]2[CH2:37][CH2:36]2)[C:17]1=[O:38])[CH2:5][C:6]1[CH:15]=[CH:14][C:13]2[C:8](=[CH:9][CH:10]=[CH:11][CH:12]=2)[CH:7]=1.SC1C=CC(O)=CC=1.C(=O)([O-])[O-].[K+].[K+]. Product: [CH3:1][O:2][C:3](=[O:39])[CH:4]([N:16]1[CH2:21][CH2:20][NH:19][CH:18]([CH2:34][CH:35]2[CH2:37][CH2:36]2)[C:17]1=[O:38])[CH2:5][C:6]1[CH:15]=[CH:14][C:13]2[C:8](=[CH:9][CH:10]=[CH:11][CH:12]=2)[CH:7]=1. The catalyst class is: 23. (4) Reactant: [N+:1]([C:4]1[CH:9]=[CH:8][C:7]([OH:10])=[CH:6][CH:5]=1)([O-:3])=[O:2].Br[CH2:12][CH:13]1[CH2:15][CH2:14]1.C([O-])([O-])=O.[K+].[K+]. Product: [CH:13]1([CH2:12][O:10][C:7]2[CH:8]=[CH:9][C:4]([N+:1]([O-:3])=[O:2])=[CH:5][CH:6]=2)[CH2:15][CH2:14]1. The catalyst class is: 18. (5) Reactant: IC.[Br:3][C:4]1[CH:9]=[C:8]([F:10])[C:7]([OH:11])=[C:6]([F:12])[CH:5]=1.[C:13](=O)([O-])[O-].[K+].[K+].ClCCl. Product: [Br:3][C:4]1[CH:9]=[C:8]([F:10])[C:7]([O:11][CH3:13])=[C:6]([F:12])[CH:5]=1. The catalyst class is: 21. (6) Reactant: [CH3:1][O:2][C:3]1[CH:4]=[C:5]2[C:10](=[CH:11][C:12]=1[O:13][CH3:14])[N:9]=[CH:8][CH:7]=[C:6]2[O:15][C:16]1[CH:22]=[CH:21][C:19]([NH2:20])=[C:18]([F:23])[CH:17]=1.C(N(CC)CC)C.[Cl:31]C(Cl)(O[C:35](=[O:41])OC(Cl)(Cl)Cl)Cl.[NH2:43][C:44]1[S:45][CH:46]=[CH:47][N:48]=1. Product: [ClH:31].[CH3:1][O:2][C:3]1[CH:4]=[C:5]2[C:10](=[CH:11][C:12]=1[O:13][CH3:14])[N:9]=[CH:8][CH:7]=[C:6]2[O:15][C:16]1[CH:22]=[CH:21][C:19]([NH:20][C:35]([NH:43][C:44]2[S:45][CH:46]=[CH:47][N:48]=2)=[O:41])=[C:18]([F:23])[CH:17]=1. The catalyst class is: 146. (7) Reactant: Br[C:2]1[CH:7]=[CH:6][CH:5]=[CH:4][C:3]=1[C:8]1[CH:13]=[C:12]([C:14]2[CH:19]=[CH:18][CH:17]=[CH:16][C:15]=2Br)[CH:11]=[C:10]([C:21]2[CH:26]=[CH:25][CH:24]=[CH:23][C:22]=2Br)[CH:9]=1.[CH2:28]=[CH:29][C:30]1[CH:35]=[CH:34][CH:33]=[CH:32][CH:31]=1.C([O-])([O-])=O.[K+].[K+].[Cl-].[K+]. Product: [C:2]1([CH:9]=[CH:8][C:3]2[CH:4]=[CH:5][CH:6]=[CH:7][CH:2]=2)[CH:7]=[CH:6][CH:5]=[CH:4][C:3]=1[C:8]1[CH:13]=[C:12]([C:14]2[CH:19]=[CH:18][CH:17]=[CH:16][C:15]=2[CH:28]=[CH:29][C:30]2[CH:35]=[CH:34][CH:33]=[CH:32][CH:31]=2)[CH:11]=[C:10]([C:21]2[CH:26]=[CH:25][CH:24]=[CH:23][C:22]=2[CH:11]=[CH:12][C:14]2[CH:19]=[CH:18][CH:17]=[CH:16][CH:15]=2)[CH:9]=1. The catalyst class is: 110. (8) Reactant: [OH-].[Li+].[Cl:3][C:4]1[CH:5]=[N:6][C:7]([NH:14][C:15]2[CH:16]=[N:17][CH:18]=[CH:19][CH:20]=2)=[C:8]([CH:13]=1)[C:9]([O:11]C)=[O:10]. Product: [Cl:3][C:4]1[CH:5]=[N:6][C:7]([NH:14][C:15]2[CH:16]=[N:17][CH:18]=[CH:19][CH:20]=2)=[C:8]([CH:13]=1)[C:9]([OH:11])=[O:10]. The catalyst class is: 20. (9) Reactant: [H-].[Na+].[CH3:3][C:4]1[CH:9]=[CH:8][C:7]([NH:10][C:11](=[O:22])[C:12]2[CH:17]=[CH:16][CH:15]=[C:14]([C:18]([F:21])([F:20])[F:19])[CH:13]=2)=[CH:6][C:5]=1[N:23]1[C:32](=[O:33])[C:31]2[C:26](=[N:27][C:28]([S:34][CH3:35])=[N:29][CH:30]=2)[NH:25][C:24]1=[O:36].I[CH3:38]. Product: [CH3:3][C:4]1[CH:9]=[CH:8][C:7]([NH:10][C:11](=[O:22])[C:12]2[CH:17]=[CH:16][CH:15]=[C:14]([C:18]([F:19])([F:20])[F:21])[CH:13]=2)=[CH:6][C:5]=1[N:23]1[C:32](=[O:33])[C:31]2[C:26](=[N:27][C:28]([S:34][CH3:35])=[N:29][CH:30]=2)[N:25]([CH3:38])[C:24]1=[O:36]. The catalyst class is: 39. (10) Reactant: [CH2:1]=[CH:2][C:3]1[CH:8]=[CH:7][CH:6]=[CH:5][CH:4]=1.C=CC=C.C([Li])CCC. Product: [CH2:1]=[CH:2][CH:3]=[CH2:4].[CH2:1]=[CH:2][C:3]1[CH:8]=[CH:7][CH:6]=[CH:5][CH:4]=1. The catalyst class is: 244.